From a dataset of Full USPTO retrosynthesis dataset with 1.9M reactions from patents (1976-2016). Predict the reactants needed to synthesize the given product. (1) Given the product [F:36][C:35]([F:37])([F:38])[C:33]1[CH:32]=[C:8]([CH:7]=[C:6]([C:5]([F:4])([F:39])[F:40])[CH:34]=1)[CH2:9][N:10]([C@@H:11]1[C:20]2[C:15](=[CH:16][CH:17]=[C:18]([C:21]([F:24])([F:23])[F:22])[CH:19]=2)[N:14]([C:25]([O:27][CH2:28][CH3:29])=[O:26])[C@H:13]([CH2:30][CH3:31])[CH2:12]1)[C:2]#[N:1], predict the reactants needed to synthesize it. The reactants are: [N:1]#[C:2]Br.[F:4][C:5]([F:40])([F:39])[C:6]1[CH:7]=[C:8]([CH:32]=[C:33]([C:35]([F:38])([F:37])[F:36])[CH:34]=1)[CH2:9][NH:10][C@@H:11]1[C:20]2[C:15](=[CH:16][CH:17]=[C:18]([C:21]([F:24])([F:23])[F:22])[CH:19]=2)[N:14]([C:25]([O:27][CH2:28][CH3:29])=[O:26])[C@H:13]([CH2:30][CH3:31])[CH2:12]1.C(=O)([O-])[O-].[Na+].[Na+]. (2) Given the product [C:27]1([S:33]([N:24]2[CH2:23][CH2:22][N:21]([C:3](=[O:2])[CH2:4][NH:5][C:6](=[O:20])[C:7]3[CH:8]=[CH:9][C:10]([O:13][C:14]4[CH:19]=[CH:18][CH:17]=[CH:16][CH:15]=4)=[CH:11][CH:12]=3)[CH2:26][CH2:25]2)(=[O:35])=[O:34])[CH:32]=[CH:31][CH:30]=[CH:29][CH:28]=1, predict the reactants needed to synthesize it. The reactants are: Cl.[O:2]=[C:3]([N:21]1[CH2:26][CH2:25][NH:24][CH2:23][CH2:22]1)[CH2:4][NH:5][C:6](=[O:20])[C:7]1[CH:12]=[CH:11][C:10]([O:13][C:14]2[CH:19]=[CH:18][CH:17]=[CH:16][CH:15]=2)=[CH:9][CH:8]=1.[C:27]1([S:33](Cl)(=[O:35])=[O:34])[CH:32]=[CH:31][CH:30]=[CH:29][CH:28]=1.O. (3) Given the product [OH:1][C@@H:2]([C@H:4]1[C:24](=[O:25])[N:6]2[C:7]([C:21]([O:23][CH2:36][O:35][C:33]([O:32][CH2:27][C:28]([CH3:31])([CH3:30])[CH3:29])=[O:34])=[O:22])=[C:8]([S:11]/[CH:12]=[CH:13]\[C:14]3[S:18][CH:17]=[N:16][C:15]=3[CH2:19][OH:20])[C@H:9]([CH3:10])[C@H:5]12)[CH3:3], predict the reactants needed to synthesize it. The reactants are: [OH:1][C@@H:2]([C@H:4]1[C:24](=[O:25])[N:6]2[C:7]([C:21]([O-:23])=[O:22])=[C:8]([S:11]/[CH:12]=[CH:13]\[C:14]3[S:18][CH:17]=[N:16][C:15]=3[CH2:19][OH:20])[C@H:9]([CH3:10])[C@H:5]12)[CH3:3].[Na+].[CH2:27]([O:32][C:33]([O:35][CH2:36]I)=[O:34])[C:28]([CH3:31])([CH3:30])[CH3:29]. (4) The reactants are: S(O)(O)(=O)=O.[NH2:6][C:7]1[CH:8]=[C:9]([B:13]([OH:15])[OH:14])[CH:10]=[CH:11][CH:12]=1.[NH2:6][C:7]1[CH:8]=[C:9]([B:13]([OH:15])[OH:14])[CH:10]=[CH:11][CH:12]=1.C(N(CC)CC)C.Cl[C:34]([O:36][CH2:37][CH3:38])=[O:35]. Given the product [CH2:37]([O:36][C:34]([NH:6][C:7]1[CH:8]=[C:9]([B:13]([OH:15])[OH:14])[CH:10]=[CH:11][CH:12]=1)=[O:35])[CH3:38], predict the reactants needed to synthesize it.